From a dataset of Full USPTO retrosynthesis dataset with 1.9M reactions from patents (1976-2016). Predict the reactants needed to synthesize the given product. (1) Given the product [Cl:30][C:4]1[C:3]([O:2][CH3:1])=[CH:8][C:7]([O:9][CH3:10])=[C:33]([Cl:34])[C:5]=1[N:11]1[CH2:20][C:19]2[C:14](=[N:15][C:16]([S:21]([CH3:24])(=[O:23])=[O:22])=[N:17][CH:18]=2)[N:13]([CH3:25])[C:12]1=[O:26], predict the reactants needed to synthesize it. The reactants are: [CH3:1][O:2][C:3]1[CH:4]=[C:5]([N:11]2[CH2:20][C:19]3[C:14](=[N:15][C:16]([S:21]([CH3:24])(=[O:23])=[O:22])=[N:17][CH:18]=3)[N:13]([CH3:25])[C:12]2=[O:26])C=[C:7]([O:9][CH3:10])[CH:8]=1.S(Cl)([Cl:30])(=O)=O.Cl[CH2:33][Cl:34]. (2) Given the product [CH2:2]([O:4][C:5]1[CH:10]=[CH:9][N:8]([C:11]2[CH:16]=[CH:15][C:14]([F:17])=[CH:13][CH:12]=2)[C:7](=[O:18])[C:6]=1[C:19]([OH:21])=[O:20])[CH3:3], predict the reactants needed to synthesize it. The reactants are: Cl.[CH2:2]([O:4][C:5]1[CH:10]=[CH:9][N:8]([C:11]2[CH:16]=[CH:15][C:14]([F:17])=[CH:13][CH:12]=2)[C:7](=[O:18])[C:6]=1[C:19]([O:21]CC)=[O:20])[CH3:3]. (3) The reactants are: [C:1]([C:3]1[C:8]2[NH:9][C:10]3[CH:11]=[C:12]([C:16]([O:18][CH3:19])=[O:17])[CH:13]=[CH:14][C:15]=3[C:7]=2[C:6]([C:20]2[CH:25]=[CH:24][CH:23]=[C:22]([N:26]3[C:35](=[O:36])[C:34]4[C:29](=[CH:30][CH:31]=[CH:32][CH:33]=4)[N:28]=[CH:27]3)[C:21]=2[CH3:37])=[N:5][CH:4]=1)#[N:2].S(=O)(=O)(O)[OH:39]. Given the product [CH3:19][O:18][C:16]([C:12]1[CH:13]=[CH:14][C:15]2[C:7]3[C:6]([C:20]4[CH:25]=[CH:24][CH:23]=[C:22]([N:26]5[C:35](=[O:36])[C:34]6[C:29](=[CH:30][CH:31]=[CH:32][CH:33]=6)[N:28]=[CH:27]5)[C:21]=4[CH3:37])=[N:5][CH:4]=[C:3]([C:1](=[O:39])[NH2:2])[C:8]=3[NH:9][C:10]=2[CH:11]=1)=[O:17], predict the reactants needed to synthesize it. (4) Given the product [Cl:21][C:22]1[CH:23]=[C:24]([NH:29][C:30]2[C:39]3[C:34](=[CH:35][C:36]([O:41][CH3:42])=[C:37]([O:40][CH2:2][CH2:3][CH2:4][N:5]4[CH2:10][CH2:9][CH2:8][CH:7]5[O:11][CH2:12][CH2:13][CH2:14][CH:6]45)[CH:38]=3)[N:33]=[CH:32][N:31]=2)[CH:25]=[CH:26][C:27]=1[F:28], predict the reactants needed to synthesize it. The reactants are: Cl[CH2:2][CH2:3][CH2:4][N:5]1[CH2:10][CH2:9][CH2:8][CH:7]2[O:11][CH2:12][CH2:13][CH2:14][CH:6]12.C([O-])([O-])=O.[K+].[K+].[Cl:21][C:22]1[CH:23]=[C:24]([NH:29][C:30]2[C:39]3[C:34](=[CH:35][C:36]([O:41][CH3:42])=[C:37]([OH:40])[CH:38]=3)[N:33]=[CH:32][N:31]=2)[CH:25]=[CH:26][C:27]=1[F:28]. (5) Given the product [OH:21][CH2:20][CH2:19][NH:18][CH:2]1[CH2:7][CH2:6][N:5]([C:8]([O:10][CH2:11][C:12]2[CH:17]=[CH:16][CH:15]=[CH:14][CH:13]=2)=[O:9])[CH2:4][CH2:3]1, predict the reactants needed to synthesize it. The reactants are: O=[C:2]1[CH2:7][CH2:6][N:5]([C:8]([O:10][CH2:11][C:12]2[CH:17]=[CH:16][CH:15]=[CH:14][CH:13]=2)=[O:9])[CH2:4][CH2:3]1.[NH2:18][CH2:19][CH2:20][OH:21].C(O[BH-](OC(=O)C)OC(=O)C)(=O)C.[Na+].[OH-].[Na+]. (6) Given the product [CH2:1]([O:6][C:7]1[CH:8]=[CH:9][C:10]([S:14]([Cl:13])(=[O:16])=[O:15])=[CH:11][CH:12]=1)[CH2:2][CH2:3][CH2:4][CH3:5], predict the reactants needed to synthesize it. The reactants are: [CH2:1]([O:6][C:7]1[CH:12]=[CH:11][CH:10]=[CH:9][CH:8]=1)[CH2:2][CH2:3][CH2:4][CH3:5].[Cl:13][S:14](O)(=[O:16])=[O:15]. (7) Given the product [N:21]1([C:26]2[CH:31]=[CH:30][C:29]([O:32][CH2:19][C:17]3[N:18]=[C:14]([CH:11]4[CH2:12][CH2:13][N:8]([C:6]([O:5][C:1]([CH3:4])([CH3:3])[CH3:2])=[O:7])[CH2:9][CH2:10]4)[S:15][CH:16]=3)=[CH:28][CH:27]=2)[CH:25]=[N:24][N:23]=[N:22]1, predict the reactants needed to synthesize it. The reactants are: [C:1]([O:5][C:6]([N:8]1[CH2:13][CH2:12][CH:11]([C:14]2[S:15][CH:16]=[C:17]([CH2:19]Cl)[N:18]=2)[CH2:10][CH2:9]1)=[O:7])([CH3:4])([CH3:3])[CH3:2].[N:21]1([C:26]2[CH:31]=[CH:30][C:29]([OH:32])=[CH:28][CH:27]=2)[CH:25]=[N:24][N:23]=[N:22]1.C([O-])([O-])=O.[Cs+].[Cs+]. (8) Given the product [O:1]1[CH2:6][CH2:5][CH:4]([C:7]([OH:9])=[O:8])[CH2:3][CH2:2]1, predict the reactants needed to synthesize it. The reactants are: [O:1]1[CH2:6][CH2:5][C:4](C(OC)=O)([C:7]([O:9]C)=[O:8])[CH2:3][CH2:2]1.Cl. (9) Given the product [CH2:1]([O:3][CH2:4][C:5]1[N:6]([CH2:19][CH2:20][CH3:21])[C:7]2[C:16]3[CH:15]=[CH:14][C:13]([O:17][CH:42]4[CH2:47][CH2:46][N:45]([C:48]([O:50][C:51]([CH3:54])([CH3:53])[CH3:52])=[O:49])[CH2:44][CH2:43]4)=[CH:12][C:11]=3[N:10]=[CH:9][C:8]=2[N:18]=1)[CH3:2], predict the reactants needed to synthesize it. The reactants are: [CH2:1]([O:3][CH2:4][C:5]1[N:6]([CH2:19][CH2:20][CH3:21])[C:7]2[C:16]3[CH:15]=[CH:14][C:13]([OH:17])=[CH:12][C:11]=3[N:10]=[CH:9][C:8]=2[N:18]=1)[CH3:2].C1(P(C2C=CC=CC=2)C2C=CC=CC=2)C=CC=CC=1.O[CH:42]1[CH2:47][CH2:46][N:45]([C:48]([O:50][C:51]([CH3:54])([CH3:53])[CH3:52])=[O:49])[CH2:44][CH2:43]1.N(C(OC(C)C)=O)=NC(OC(C)C)=O. (10) Given the product [Br:11][C:12]1[CH:19]=[CH:18][C:15]([CH2:16][O:8][CH2:7][C:3]2[CH:2]=[N:1][CH:6]=[CH:5][CH:4]=2)=[CH:14][CH:13]=1, predict the reactants needed to synthesize it. The reactants are: [N:1]1[CH:6]=[CH:5][CH:4]=[C:3]([CH2:7][OH:8])[CH:2]=1.[H-].[Na+].[Br:11][C:12]1[CH:19]=[CH:18][C:15]([CH2:16]Br)=[CH:14][CH:13]=1.